Dataset: Reaction yield outcomes from USPTO patents with 853,638 reactions. Task: Predict the reaction yield, written as a fraction of the theoretical maximum amount of product (1.0 means a 100% yield; for example, 0.34 means a 34% yield). (1) The reactants are Br[CH2:2][C:3]1[N:13]([CH2:14][C:15]([CH3:18])([CH3:17])[CH3:16])[C:6]2[N:7]=[C:8]([C:11]#[N:12])[N:9]=[CH:10][C:5]=2[CH:4]=1.[N+:19]([C:22]1[N:26]=[CH:25][NH:24][N:23]=1)([O-:21])=[O:20].C(=O)([O-])[O-].[K+].[K+]. The product is [CH3:16][C:15]([CH3:18])([CH3:17])[CH2:14][N:13]1[C:6]2[N:7]=[C:8]([C:11]#[N:12])[N:9]=[CH:10][C:5]=2[CH:4]=[C:3]1[CH2:2][N:24]1[CH:25]=[N:26][C:22]([N+:19]([O-:21])=[O:20])=[N:23]1. The catalyst is CS(C)=O.O. The yield is 0.410. (2) The reactants are [Cl:1][CH2:2][CH:3]([C:5]1[CH:10]=[CH:9][CH:8]=[CH:7][CH:6]=1)[OH:4].ClCC(C1C=CC=CC=1)=O. The catalyst is [Ru]. The product is [Cl:1][CH2:2][C@@H:3]([C:5]1[CH:10]=[CH:9][CH:8]=[CH:7][CH:6]=1)[OH:4]. The yield is 0.440. (3) The reactants are [C:1]([C:5]1[S:9]/[C:8](=[N:10]\[C:11](=[O:21])[C:12]2[CH:17]=[C:16]([Cl:18])[CH:15]=[CH:14][C:13]=2[O:19][CH3:20])/[N:7]([CH2:22][C@H:23]([NH:25]C(=O)OC(C)(C)C)[CH3:24])[CH:6]=1)([CH3:4])([CH3:3])[CH3:2].Cl. The catalyst is CO.O1CCOCC1. The product is [NH2:25][C@H:23]([CH3:24])[CH2:22][N:7]1[CH:6]=[C:5]([C:1]([CH3:3])([CH3:4])[CH3:2])[S:9]/[C:8]/1=[N:10]\[C:11](=[O:21])[C:12]1[CH:17]=[C:16]([Cl:18])[CH:15]=[CH:14][C:13]=1[O:19][CH3:20]. The yield is 0.590. (4) The reactants are Cl[C:2]1[N:28]=[C:27]([C:29]([F:32])([F:31])[F:30])[CH:26]=[CH:25][C:3]=1[C:4]([NH:6][CH2:7][C:8]1([CH2:21][CH:22]2[CH2:24][CH2:23]2)[CH2:13][CH2:12][CH:11]([S:14]([CH2:17][CH:18]2[CH2:20][CH2:19]2)(=[O:16])=[O:15])[CH2:10][CH2:9]1)=[O:5].[CH:33]1(B(O)O)[CH2:35][CH2:34]1.C1(P(C2CCCCC2)C2CCCCC2)CCCCC1.P([O-])([O-])([O-])=O.[K+].[K+].[K+]. The catalyst is C1(C)C=CC=CC=1.ClCCl.C([O-])(=O)C.[Pd+2].C([O-])(=O)C. The product is [CH:33]1([C:2]2[N:28]=[C:27]([C:29]([F:32])([F:31])[F:30])[CH:26]=[CH:25][C:3]=2[C:4]([NH:6][CH2:7][C:8]2([CH2:21][CH:22]3[CH2:24][CH2:23]3)[CH2:13][CH2:12][CH:11]([S:14]([CH2:17][CH:18]3[CH2:20][CH2:19]3)(=[O:16])=[O:15])[CH2:10][CH2:9]2)=[O:5])[CH2:35][CH2:34]1. The yield is 0.300. (5) The reactants are [O:1]=[C:2]1[CH2:7][CH2:6][CH:5]([N:8]2[C:13](=[O:14])[C:12]([CH2:15][C:16]3[CH:21]=[CH:20][C:19]([C:22]4[CH:27]=[CH:26][CH:25]=[CH:24][C:23]=4[C:28]4[NH:32][C:31](=[O:33])[O:30][N:29]=4)=[CH:18][CH:17]=3)=[C:11]([CH2:34][CH2:35][CH3:36])[N:10]3[N:37]=[CH:38][N:39]=[C:9]23)[CH2:4][CH2:3]1.ClC1C=CC=C(C(OO)=[O:48])C=1. The catalyst is C(#N)C.C(OCC)(=O)C. The product is [O:33]=[C:31]1[O:30][N:29]=[C:28]([C:23]2[CH:24]=[CH:25][CH:26]=[CH:27][C:22]=2[C:19]2[CH:18]=[CH:17][C:16]([CH2:15][C:12]3[C:13](=[O:14])[N:8]([CH:5]4[CH2:6][CH2:7][C:2](=[O:48])[O:1][CH2:3][CH2:4]4)[C:9]4[N:10]([N:37]=[CH:38][N:39]=4)[C:11]=3[CH2:34][CH2:35][CH3:36])=[CH:21][CH:20]=2)[NH:32]1. The yield is 0.750. (6) The reactants are [N-:1]=[N+:2]=[N-:3].[Na+].CC1C=CC(S(O[CH2:16][CH2:17][C:18]#[C:19][Si:20]([CH2:25][CH3:26])([CH2:23][CH3:24])[CH2:21][CH3:22])(=O)=O)=CC=1. The catalyst is CN(C=O)C. The product is [N:1]([CH2:16][CH2:17][C:18]#[C:19][Si:20]([CH2:25][CH3:26])([CH2:21][CH3:22])[CH2:23][CH3:24])=[N+:2]=[N-:3]. The yield is 1.00.